Dataset: Reaction yield outcomes from USPTO patents with 853,638 reactions. Task: Predict the reaction yield, written as a fraction of the theoretical maximum amount of product (1.0 means a 100% yield; for example, 0.34 means a 34% yield). (1) The reactants are [C:1]([NH:5][S:6]([CH2:9][CH2:10][CH2:11]Cl)(=[O:8])=[O:7])([CH3:4])([CH3:3])[CH3:2].[Li][CH2:14]CCC.CI. The catalyst is C1COCC1. The product is [C:1]([NH:5][S:6]([C:9]1([CH3:14])[CH2:11][CH2:10]1)(=[O:8])=[O:7])([CH3:4])([CH3:3])[CH3:2]. The yield is 0.810. (2) The reactants are [F:1][C:2]1[CH:10]=[C:9]2[C:5]([CH:6]=[C:7]([C:11]([CH3:19])([CH3:18])[CH2:12][C:13](OCC)=[O:14])[NH:8]2)=[CH:4][C:3]=1[N+:20]([O-:22])=[O:21].CC(C[AlH]CC(C)C)C. The catalyst is C(Cl)Cl. The product is [F:1][C:2]1[CH:10]=[C:9]2[C:5]([CH:6]=[C:7]([C:11]([CH3:19])([CH3:18])[CH2:12][CH2:13][OH:14])[NH:8]2)=[CH:4][C:3]=1[N+:20]([O-:22])=[O:21]. The yield is 0.220. (3) The yield is 0.680. The product is [NH2:16][C:15]1[N:23]=[C:44]([C:43]2[CH:48]=[C:39]([O:38][CH2:37][CH2:36][N:35]([CH2:49][C:50]3[CH:55]=[CH:54][C:53]([F:56])=[CH:52][CH:51]=3)[C:33](=[O:34])[O:32][C:28]([CH3:30])([CH3:29])[CH3:31])[CH:40]=[N:41][CH:42]=2)[CH:17]=[C:6]2[C:7]=1[CH:8]=[N:9][C:10]1[CH:11]=[C:12]([O:13][CH3:14])[C:3]([O:2][CH3:1])=[CH:4][C:5]2=1. The reactants are [CH3:1][O:2][C:3]1[CH:4]=[C:5]2[C:10](=[CH:11][C:12]=1[O:13][CH3:14])[N:9]=[CH:8][C:7]([C:15]#[N:16])=[C:6]2[CH3:17].[Li+].C[Si]([N-:23][Si](C)(C)C)(C)C.[C:28]([O:32][C:33]([N:35]([CH2:49][C:50]1[CH:55]=[CH:54][C:53]([F:56])=[CH:52][CH:51]=1)[CH2:36][CH2:37][O:38][C:39]1[CH:40]=[N:41][CH:42]=[C:43]([CH:48]=1)[C:44](OC)=O)=[O:34])([CH3:31])([CH3:30])[CH3:29]. The catalyst is C1COCC1. (4) The reactants are [F:1][C:2]1[C:3]([C:9](Cl)=[O:10])=[N:4][CH:5]=[C:6]([F:8])[CH:7]=1.Cl.[CH3:13][NH:14][CH3:15].C(N(CC)CC)C. The catalyst is ClCCl.C(=O)(O)[O-].[Na+]. The product is [F:1][C:2]1[C:3]([C:9]([N:14]([CH3:15])[CH3:13])=[O:10])=[N:4][CH:5]=[C:6]([F:8])[CH:7]=1. The yield is 0.890. (5) The reactants are [CH2:1]([NH:3][C:4]1[C:5]([NH2:10])=[CH:6][CH:7]=[CH:8][CH:9]=1)[CH3:2].[C:11](Cl)(=[O:15])[C:12](Cl)=[O:13]. The catalyst is CO. The product is [CH2:1]([N:3]1[C:4]2[C:5](=[CH:6][CH:7]=[CH:8][CH:9]=2)[NH:10][C:12](=[O:13])[C:11]1=[O:15])[CH3:2]. The yield is 0.430. (6) The reactants are [Br:1][C:2]1[NH:10][C:9]2[C:8](=[O:11])[N:7]3[C:12]([CH3:15])=[N:13][N:14]=[C:6]3[N:5]([CH2:16][CH2:17][CH2:18][CH2:19][CH3:20])[C:4]=2[N:3]=1.[CH3:21][O:22][C:23]1[CH:28]=[CH:27][C:26]([CH2:29]Br)=[CH:25][CH:24]=1.C(=O)([O-])[O-].[K+].[K+]. The catalyst is CN(C=O)C. The product is [Br:1][C:2]1[N:10]([CH2:29][C:26]2[CH:27]=[CH:28][C:23]([O:22][CH3:21])=[CH:24][CH:25]=2)[C:9]2[C:8](=[O:11])[N:7]3[C:12]([CH3:15])=[N:13][N:14]=[C:6]3[N:5]([CH2:16][CH2:17][CH2:18][CH2:19][CH3:20])[C:4]=2[N:3]=1. The yield is 0.997. (7) The product is [OH:9][C:10]1[CH:18]=[CH:17][CH:16]=[C:15]2[C:11]=1[C:12]([CH3:21])([CH3:20])[C:13](=[O:19])[NH:14]2. The catalyst is CCCCCC. The yield is 0.680. The reactants are Cl.N1C=CC=CC=1.C[O:9][C:10]1[CH:18]=[CH:17][CH:16]=[C:15]2[C:11]=1[C:12]([CH3:21])([CH3:20])[C:13](=[O:19])[NH:14]2. (8) The reactants are [H-].[Al+3].[Li+].[H-].[H-].[H-].N1CCOCC1.[F:13][C:14]1[CH:19]=[CH:18][C:17]([C:20]2[C:29]3[C:24](=[CH:25][CH:26]=[CH:27][CH:28]=3)[N:23]=[C:22]([CH:30]3[CH2:32][CH2:31]3)[C:21]=2[C:33](OC)=[O:34])=[CH:16][CH:15]=1.S(=O)(=O)(O)O. The catalyst is O1CCCC1.C1(C)C=CC=CC=1. The product is [F:13][C:14]1[CH:19]=[CH:18][C:17]([C:20]2[C:29]3[C:24](=[CH:25][CH:26]=[CH:27][CH:28]=3)[N:23]=[C:22]([CH:30]3[CH2:31][CH2:32]3)[C:21]=2[CH:33]=[O:34])=[CH:16][CH:15]=1. The yield is 0.770. (9) The reactants are [Cl:1][C:2]1[CH:3]=[C:4]2[C:8](=[CH:9][CH:10]=1)[N:7]([C:11]1[N:15]([CH3:16])[N:14]=[C:13]([CH3:17])[C:12]=1[CH2:18][CH2:19][O:20][N:21]1C(=O)C3C(=CC=CC=3)C1=O)[CH:6]=[CH:5]2.NN.O. The catalyst is O1CCCC1. The product is [NH2:21][O:20][CH2:19][CH2:18][C:12]1[C:13]([CH3:17])=[N:14][N:15]([CH3:16])[C:11]=1[N:7]1[C:8]2[C:4](=[CH:3][C:2]([Cl:1])=[CH:10][CH:9]=2)[CH:5]=[CH:6]1. The yield is 0.990.